From a dataset of NCI-60 drug combinations with 297,098 pairs across 59 cell lines. Regression. Given two drug SMILES strings and cell line genomic features, predict the synergy score measuring deviation from expected non-interaction effect. (1) Drug 1: C1=CC(=CC=C1C#N)C(C2=CC=C(C=C2)C#N)N3C=NC=N3. Drug 2: C(=O)(N)NO. Cell line: UACC-257. Synergy scores: CSS=7.23, Synergy_ZIP=-1.31, Synergy_Bliss=-2.69, Synergy_Loewe=1.79, Synergy_HSA=-3.24. (2) Synergy scores: CSS=-5.92, Synergy_ZIP=-4.41, Synergy_Bliss=-12.4, Synergy_Loewe=-52.8, Synergy_HSA=-14.6. Drug 1: CCCS(=O)(=O)NC1=C(C(=C(C=C1)F)C(=O)C2=CNC3=C2C=C(C=N3)C4=CC=C(C=C4)Cl)F. Drug 2: C1CN(CCN1C(=O)CCBr)C(=O)CCBr. Cell line: K-562. (3) Drug 1: CC(CN1CC(=O)NC(=O)C1)N2CC(=O)NC(=O)C2. Drug 2: CC1CCC2CC(C(=CC=CC=CC(CC(C(=O)C(C(C(=CC(C(=O)CC(OC(=O)C3CCCCN3C(=O)C(=O)C1(O2)O)C(C)CC4CCC(C(C4)OC)OCCO)C)C)O)OC)C)C)C)OC. Cell line: MALME-3M. Synergy scores: CSS=24.9, Synergy_ZIP=-4.92, Synergy_Bliss=-3.54, Synergy_Loewe=-3.23, Synergy_HSA=0.133. (4) Drug 1: C(CN)CNCCSP(=O)(O)O. Drug 2: CCC1(C2=C(COC1=O)C(=O)N3CC4=CC5=C(C=CC(=C5CN(C)C)O)N=C4C3=C2)O.Cl. Cell line: NCI/ADR-RES. Synergy scores: CSS=14.9, Synergy_ZIP=-3.97, Synergy_Bliss=-3.86, Synergy_Loewe=-22.4, Synergy_HSA=-6.60. (5) Drug 1: CN1CCC(CC1)COC2=C(C=C3C(=C2)N=CN=C3NC4=C(C=C(C=C4)Br)F)OC. Drug 2: C1CCC(C(C1)N)N.C(=O)(C(=O)[O-])[O-].[Pt+4]. Cell line: RPMI-8226. Synergy scores: CSS=34.4, Synergy_ZIP=7.02, Synergy_Bliss=10.9, Synergy_Loewe=-5.98, Synergy_HSA=6.84. (6) Drug 1: CN1CCC(CC1)COC2=C(C=C3C(=C2)N=CN=C3NC4=C(C=C(C=C4)Br)F)OC. Drug 2: COC1=NC(=NC2=C1N=CN2C3C(C(C(O3)CO)O)O)N. Cell line: MOLT-4. Synergy scores: CSS=65.4, Synergy_ZIP=2.31, Synergy_Bliss=1.99, Synergy_Loewe=-4.47, Synergy_HSA=3.70. (7) Drug 1: C1=CC(=CC=C1C#N)C(C2=CC=C(C=C2)C#N)N3C=NC=N3. Drug 2: CCCCC(=O)OCC(=O)C1(CC(C2=C(C1)C(=C3C(=C2O)C(=O)C4=C(C3=O)C=CC=C4OC)O)OC5CC(C(C(O5)C)O)NC(=O)C(F)(F)F)O. Synergy scores: CSS=6.41, Synergy_ZIP=-0.342, Synergy_Bliss=-0.396, Synergy_Loewe=-0.982, Synergy_HSA=-0.630. Cell line: 786-0.